This data is from Catalyst prediction with 721,799 reactions and 888 catalyst types from USPTO. The task is: Predict which catalyst facilitates the given reaction. (1) Reactant: [CH2:1](Cl)Cl.[Cl:4][C:5]1[CH:13]=[CH:12][C:11]([Br:14])=[CH:10][C:6]=1[C:7]([OH:9])=[O:8].[Cl-]. Product: [Br:14][C:11]1[CH:12]=[CH:13][C:5]([Cl:4])=[C:6]([CH:10]=1)[C:7]([O:9][CH3:1])=[O:8]. The catalyst class is: 3. (2) Reactant: [CH:1]1([CH2:4][O:5][C:6]2[CH:7]=[C:8]([C:15]3([C:20]([O:22][CH2:23][CH3:24])=[O:21])[CH2:19][CH2:18][CH2:17][CH2:16]3)[CH:9]=[CH:10][C:11]=2[N+:12]([O-])=O)[CH2:3][CH2:2]1. Product: [NH2:12][C:11]1[CH:10]=[CH:9][C:8]([C:15]2([C:20]([O:22][CH2:23][CH3:24])=[O:21])[CH2:19][CH2:18][CH2:17][CH2:16]2)=[CH:7][C:6]=1[O:5][CH2:4][CH:1]1[CH2:2][CH2:3]1. The catalyst class is: 5. (3) Reactant: [C:1]1([N:7]([C:23]2[CH:28]=[CH:27][CH:26]=[CH:25][CH:24]=2)[C:8]2[CH:13]=[CH:12][C:11](B3OC(C)(C)C(C)(C)O3)=[CH:10][CH:9]=2)[CH:6]=[CH:5][CH:4]=[CH:3][CH:2]=1.Br[C:30]1[CH:35]=[C:34]([CH2:36][O:37][C:38](=[O:40])[CH3:39])[CH:33]=[CH:32][C:31]=1[CH2:41][O:42][C:43](=[O:45])[CH3:44].C1(C)C=CC=CC=1.C(=O)([O-])[O-].[Na+].[Na+]. Product: [C:1]1([N:7]([C:23]2[CH:28]=[CH:27][CH:26]=[CH:25][CH:24]=2)[C:8]2[CH:9]=[CH:10][C:11]([C:32]3[CH:33]=[C:34]([CH2:36][O:37][C:38](=[O:40])[CH3:39])[CH:35]=[CH:30][C:31]=3[CH2:41][O:42][C:43](=[O:45])[CH3:44])=[CH:12][CH:13]=2)[CH:6]=[CH:5][CH:4]=[CH:3][CH:2]=1. The catalyst class is: 690. (4) Reactant: Br[C:2]1[CH:3]=[CH:4][C:5]([C:8]#[N:9])=[N:6][CH:7]=1.[NH:10]1[CH:14]=[CH:13][N:12]=[CH:11]1. Product: [N:10]1([C:2]2[CH:3]=[CH:4][C:5]([C:8]#[N:9])=[N:6][CH:7]=2)[CH:14]=[CH:13][N:12]=[CH:11]1. The catalyst class is: 9. (5) Reactant: [OH:1][C:2]1[CH:7]=[C:6]([Cl:8])[N:5]=[N:4][C:3]=1Cl.[CH:10]1([C:13]2[CH:18]=[CH:17][CH:16]=[C:15]([CH3:19])[C:14]=2[OH:20])[CH2:12][CH2:11]1.C1(C)C(C#N)=CC=CC=1.[OH-].[K+].Cl. Product: [Cl:8][C:6]1[N:5]=[N:4][C:3]([O:20][C:14]2[C:15]([CH3:19])=[CH:16][CH:17]=[CH:18][C:13]=2[CH:10]2[CH2:11][CH2:12]2)=[C:2]([OH:1])[CH:7]=1. The catalyst class is: 5.